This data is from Peptide-MHC class I binding affinity with 185,985 pairs from IEDB/IMGT. The task is: Regression. Given a peptide amino acid sequence and an MHC pseudo amino acid sequence, predict their binding affinity value. This is MHC class I binding data. The peptide sequence is RELYLNSSNV. The MHC is HLA-B18:01 with pseudo-sequence HLA-B18:01. The binding affinity (normalized) is 0.